This data is from Full USPTO retrosynthesis dataset with 1.9M reactions from patents (1976-2016). The task is: Predict the reactants needed to synthesize the given product. Given the product [Cl:20][C:21]1[N:22]=[C:23]([C:28]([NH:1][C@H:2]2[CH2:7][CH2:6][N:5]([C:8]([O:10][C:11]([CH3:12])([CH3:13])[CH3:14])=[O:9])[CH2:4][C@H:3]2[O:15][CH2:16][CH2:17][CH2:18][F:19])=[O:29])[NH:24][C:25]=1[CH2:26][CH3:27], predict the reactants needed to synthesize it. The reactants are: [NH2:1][C@H:2]1[CH2:7][CH2:6][N:5]([C:8]([O:10][C:11]([CH3:14])([CH3:13])[CH3:12])=[O:9])[CH2:4][C@H:3]1[O:15][CH2:16][CH2:17][CH2:18][F:19].[Cl:20][C:21]1[N:22]=[C:23]([C:28](O)=[O:29])[NH:24][C:25]=1[CH2:26][CH3:27].CCN=C=NCCCN(C)C.Cl.C1C=CC2N(O)N=NC=2C=1.